From a dataset of Forward reaction prediction with 1.9M reactions from USPTO patents (1976-2016). Predict the product of the given reaction. (1) Given the reactants [F:1][C:2]([F:13])([F:12])[C:3]1[CH:8]=[CH:7][CH:6]=[CH:5][C:4]=1[C:9](=[O:11])[CH3:10].[Br:14]Br, predict the reaction product. The product is: [Br:14][CH2:10][C:9]([C:4]1[CH:5]=[CH:6][CH:7]=[CH:8][C:3]=1[C:2]([F:12])([F:13])[F:1])=[O:11]. (2) Given the reactants [Br:1][C:2]1[CH:3]=[C:4]([N+:21]([O-])=O)[C:5]([O:17][CH2:18][CH2:19][CH3:20])=[C:6]([CH2:8][CH:9]=[CH:10][C:11]2[CH:16]=[CH:15][CH:14]=[CH:13][CH:12]=2)[CH:7]=1.BrC1C=C(C(C2C=CC=CC=2)C=C)C(OCCC)=C([N+]([O-])=O)C=1.BrC1C=C(C(C2C=CC=CC=2)C=C)C(OCCC)=C(N[C:55]([NH:57][C:58]2[CH:63]=[CH:62][C:61]([CH3:64])=[CH:60][CH:59]=2)=[O:56])C=1, predict the reaction product. The product is: [Br:1][C:2]1[CH:7]=[C:6]([CH2:8]/[CH:9]=[CH:10]/[C:11]2[CH:16]=[CH:15][CH:14]=[CH:13][CH:12]=2)[C:5]([O:17][CH2:18][CH2:19][CH3:20])=[C:4]([NH:21][C:55]([NH:57][C:58]2[CH:63]=[CH:62][C:61]([CH3:64])=[CH:60][CH:59]=2)=[O:56])[CH:3]=1. (3) The product is: [I:1][C:19]1[CH:21]=[CH:22][C:16]([C:14]2[CH:13]=[N:12][N:11]([CH3:10])[CH:15]=2)=[CH:17][C:18]=1[N+:23]([O-:25])=[O:24]. Given the reactants [I:1]I.N(OCCCC)=O.[CH3:10][N:11]1[CH:15]=[C:14]([C:16]2[CH:22]=[CH:21][C:19](N)=[C:18]([N+:23]([O-:25])=[O:24])[CH:17]=2)[CH:13]=[N:12]1.S([O-])([O-])=O.[Na+].[Na+], predict the reaction product. (4) Given the reactants [F:1][C:2]([F:27])([F:26])[CH2:3][O:4][C:5]1[N:10]=[CH:9][C:8]([CH2:11][O:12][C:13]2[C:22]3[C:17](=[CH:18][CH:19]=[CH:20][CH:21]=3)[CH:16]=[CH:15][C:14]=2[C:23](O)=[O:24])=[CH:7][CH:6]=1.ON1C2C=CC=CC=2N=N1.C(N(CC)C(C)C)(C)C.Cl.[CH3:48][O:49][C:50](=[O:55])[C:51]([CH3:54])([CH3:53])[NH2:52].Cl, predict the reaction product. The product is: [CH3:48][O:49][C:50](=[O:55])[C:51]([CH3:54])([NH:52][C:23]([C:14]1[CH:15]=[CH:16][C:17]2[C:22](=[CH:21][CH:20]=[CH:19][CH:18]=2)[C:13]=1[O:12][CH2:11][C:8]1[CH:9]=[N:10][C:5]([O:4][CH2:3][C:2]([F:27])([F:26])[F:1])=[CH:6][CH:7]=1)=[O:24])[CH3:53]. (5) Given the reactants [Cl:1][C:2]1[CH:3]=[C:4]([CH:23]=[CH:24][CH:25]=1)[CH2:5][O:6][C:7]1[CH:16]=[C:15]2[C:10]([CH:11]=[C:12]([C:17]([CH3:22])([CH3:21])[C:18](O)=[O:19])[CH:13]=[N:14]2)=[CH:9][CH:8]=1.C(Cl)(=O)C([Cl:29])=O, predict the reaction product. The product is: [Cl:1][C:2]1[CH:3]=[C:4]([CH:23]=[CH:24][CH:25]=1)[CH2:5][O:6][C:7]1[CH:16]=[C:15]2[C:10]([CH:11]=[C:12]([C:17]([CH3:22])([CH3:21])[C:18]([Cl:29])=[O:19])[CH:13]=[N:14]2)=[CH:9][CH:8]=1. (6) Given the reactants [CH3:1][C:2]1([CH3:13])[NH:11][C:10]2[C:5](=[CH:6][CH:7]=[CH:8][CH:9]=2)[NH:4][C:3]1=[O:12].[H-].[Na+].I[CH3:17], predict the reaction product. The product is: [CH3:17][N:4]1[C:5]2[C:10](=[CH:9][CH:8]=[CH:7][CH:6]=2)[NH:11][C:2]([CH3:13])([CH3:1])[C:3]1=[O:12].